This data is from Forward reaction prediction with 1.9M reactions from USPTO patents (1976-2016). The task is: Predict the product of the given reaction. (1) The product is: [CH3:1][C:2]1[CH:7]=[C:6]([CH3:8])[NH:5][C:4](=[O:9])[C:3]=1[CH2:10][NH:11][C:12]([C:14]1[C:15]([CH3:35])=[C:16]([CH:19]([CH:22]2[CH2:23][CH2:24][NH:25][CH2:26][CH2:27]2)[CH2:20][CH3:21])[S:17][CH:18]=1)=[O:13]. Given the reactants [CH3:1][C:2]1[CH:7]=[C:6]([CH3:8])[NH:5][C:4](=[O:9])[C:3]=1[CH2:10][NH:11][C:12]([C:14]1[C:15]([CH3:35])=[C:16]([CH:19]([CH:22]2[CH2:27][CH2:26][N:25](C(OC(C)(C)C)=O)[CH2:24][CH2:23]2)[CH2:20][CH3:21])[S:17][CH:18]=1)=[O:13].Cl.O1CCOCC1, predict the reaction product. (2) The product is: [O:40]=[C:39]1[N:34]([CH2:33][CH2:32][N:5]2[C:1](=[O:11])[C:2]3[C:3](=[CH:7][CH:8]=[CH:9][CH:10]=3)[C:4]2=[O:6])[N:35]=[C:36]([C:41]2[CH:46]=[CH:45][CH:44]=[CH:43][CH:42]=2)[CH:37]=[CH:38]1. Given the reactants [C:1]1(=[O:11])[NH:5][C:4](=[O:6])[C:3]2=[CH:7][CH:8]=[CH:9][CH:10]=[C:2]12.C1C=CC(P(C2C=CC=CC=2)C2C=CC=CC=2)=CC=1.O[CH2:32][CH2:33][N:34]1[C:39](=[O:40])[CH:38]=[CH:37][C:36]([C:41]2[CH:46]=[CH:45][CH:44]=[CH:43][CH:42]=2)=[N:35]1.N(C(OC(C)C)=O)=NC(OC(C)C)=O, predict the reaction product. (3) Given the reactants [CH2:1]([C:4]1([S:7]([NH:10][C:11]2[CH:16]=[CH:15][C:14]([F:17])=[C:13]([F:18])[C:12]=2[NH:19][C:20]2[CH:25]=[CH:24][C:23]([I:26])=[CH:22][C:21]=2[F:27])(=[O:9])=[O:8])[CH2:6][CH2:5]1)C=C.C[N+]1([O-])CC[O:32]CC1.CCO[C:39]([CH3:41])=[O:40], predict the reaction product. The product is: [F:18][C:13]1[C:12]([NH:19][C:20]2[CH:25]=[CH:24][C:23]([I:26])=[CH:22][C:21]=2[F:27])=[C:11]([NH:10][S:7]([C:4]2([CH2:1][CH:39]([OH:40])[CH2:41][OH:32])[CH2:6][CH2:5]2)(=[O:8])=[O:9])[CH:16]=[CH:15][C:14]=1[F:17]. (4) Given the reactants [CH3:1][CH:2]([C:4]([C:24]1[CH:25]=[CH:26][C:27]([O:32][CH3:33])=[C:28]([O:30][CH3:31])[CH:29]=1)([C:22]#[N:23])[CH2:5][CH2:6][CH2:7][N:8]([CH2:10][CH2:11][C:12]1[CH:13]=[CH:14][C:15]([O:20][CH3:21])=[C:16]([O:18][CH3:19])[CH:17]=1)[CH3:9])[CH3:3].[CH3:3][CH:2]([C:4]([C:24]1[CH:25]=[CH:26][C:27]([O:32][CH3:33])=[C:28]([O:30][CH3:31])[CH:29]=1)([C:22]#[N:23])[CH2:5][CH2:6][CH2:7][N:8]([CH2:10][CH2:11][C:12]1[CH:13]=[CH:14][C:15]([O:20][CH3:21])=[C:16]([O:18][CH3:19])[CH:17]=1)[CH3:9])[CH3:1].Cl.Cl, predict the reaction product. The product is: [CH3:3][CH:2]([C:4]([C:24]1[CH:25]=[CH:26][C:27]([O:32][CH3:33])=[C:28]([O:30][CH3:31])[CH:29]=1)([C:22]#[N:23])[CH2:5][CH2:6][CH2:7][N:8]([CH2:10][CH2:11][C:12]1[CH:13]=[CH:14][C:15]([O:20][CH3:21])=[C:16]([O:18][CH3:19])[CH:17]=1)[CH3:9])[CH3:1]. (5) Given the reactants [Cl:1][C:2]1[N:3]=[C:4]([C:7]2[C:15]3[N:11]([C:12]([C:24]4[CH:28]=[CH:27][N:26]([CH3:29])[N:25]=4)=[C:13]4[C:19](=[O:20])[N:18]([CH3:21])[C:17](=[O:22])[N:16]([CH3:23])[C:14]4=3)[CH2:10][CH2:9][CH:8]=2)[S:5][CH:6]=1, predict the reaction product. The product is: [Cl:1][C:2]1[N:3]=[C:4]([CH:7]2[C:15]3[N:11]([C:12]([C:24]4[CH:28]=[CH:27][N:26]([CH3:29])[N:25]=4)=[C:13]4[C:19](=[O:20])[N:18]([CH3:21])[C:17](=[O:22])[N:16]([CH3:23])[C:14]4=3)[CH2:10][CH2:9][CH2:8]2)[S:5][CH:6]=1.